From a dataset of hERG potassium channel inhibition data for cardiac toxicity prediction from Karim et al.. Regression/Classification. Given a drug SMILES string, predict its toxicity properties. Task type varies by dataset: regression for continuous values (e.g., LD50, hERG inhibition percentage) or binary classification for toxic/non-toxic outcomes (e.g., AMES mutagenicity, cardiotoxicity, hepatotoxicity). Dataset: herg_karim. (1) The drug is CCC(=O)[C@]1(C)Oc2ccc(CN[C@]34CC[C@](CCc5c(F)cnc6ccc(OC)nc56)(CC3)OC4)nc2NC1=O. The result is 1 (blocker). (2) The molecule is Cc1cccc(C[C@@H](C(=O)O)N2CCC(CN3CCC(Oc4ccc(Cl)c(Cl)c4)CC3)CC2)c1. The result is 1 (blocker). (3) The result is 1 (blocker). The drug is CS(=O)(=O)N(Cc1ccc2ccccc2c1)C1CCNCC1. (4) The molecule is COc1ccc(C(=O)NCc2ccc(NC3=NCCN3)cc2)cc1. The result is 1 (blocker). (5) The drug is C[C@@H]1CCCN1CCc1ccc2nc(-c3csc(-c4ccc(OCC(F)(F)F)nc4)n3)ccc2c1. The result is 1 (blocker). (6) The compound is COc1cc(C=Cc2nc3ccccc3c(=O)[nH]2)ccc1-n1cnc(C)c1. The result is 0 (non-blocker). (7) The compound is O=C1NCc2ccc(OCCCCN3CCN(c4cccc5cccc(F)c45)CC3)cc21. The result is 1 (blocker). (8) The drug is CCOC1Cc2cc(C(F)(F)F)ccc2C1N1CCN(C2(C)CCN(C(=O)c3c(C)ncnc3C)CC2)CC1C. The result is 1 (blocker).